Dataset: Catalyst prediction with 721,799 reactions and 888 catalyst types from USPTO. Task: Predict which catalyst facilitates the given reaction. (1) Reactant: C(OC(=O)[NH:7][CH2:8][C:9]1[CH:14]=[C:13]([CH2:15][N:16]2[CH2:21][CH2:20][CH:19]([O:22][CH3:23])[CH2:18][CH2:17]2)[CH:12]=[C:11]([Cl:24])[C:10]=1[F:25])(C)(C)C.Cl. Product: [Cl:24][C:11]1[C:10]([F:25])=[C:9]([CH:14]=[C:13]([CH2:15][N:16]2[CH2:21][CH2:20][CH:19]([O:22][CH3:23])[CH2:18][CH2:17]2)[CH:12]=1)[CH2:8][NH2:7]. The catalyst class is: 12. (2) Reactant: [Cl:1][C:2]1[CH:3]=[C:4]2[C:8](=[CH:9][C:10]=1[Cl:11])[C:7](=O)[N:6]([C:13]1[C:14]([CH3:33])=[C:15]([CH3:32])[C:16]3[O:20][C:19]([CH3:22])([CH3:21])[CH:18]([C:23]4[CH:28]=[CH:27][C:26]([F:29])=[CH:25][CH:24]=4)[C:17]=3[C:30]=1[CH3:31])[C:5]2=O. Product: [Cl:11][C:10]1[CH:9]=[C:8]2[C:4](=[CH:3][C:2]=1[Cl:1])[CH2:5][N:6]([C:13]1[C:14]([CH3:33])=[C:15]([CH3:32])[C:16]3[O:20][C:19]([CH3:22])([CH3:21])[CH:18]([C:23]4[CH:28]=[CH:27][C:26]([F:29])=[CH:25][CH:24]=4)[C:17]=3[C:30]=1[CH3:31])[CH2:7]2. The catalyst class is: 13. (3) Reactant: [C:1]([O:5][C:6]([N:8]1[CH2:13][CH2:12][N:11]([CH2:14][CH2:15][CH2:16][N:17]2[CH2:22][CH2:21][CH2:20][CH2:19][CH2:18]2)[C:10](=[O:23])[C@H:9]1[CH2:24][O:25]CC1C=CC=CC=1)=[O:7])([CH3:4])([CH3:3])[CH3:2]. Product: [C:1]([O:5][C:6]([N:8]1[CH2:13][CH2:12][N:11]([CH2:14][CH2:15][CH2:16][N:17]2[CH2:22][CH2:21][CH2:20][CH2:19][CH2:18]2)[C:10](=[O:23])[C@H:9]1[CH2:24][OH:25])=[O:7])([CH3:3])([CH3:4])[CH3:2]. The catalyst class is: 285. (4) Reactant: [Cl:1][C:2]1[CH:7]=[C:6](I)[C:5]([F:9])=[CH:4][N:3]=1.[CH3:10][C:11]1([CH3:27])[C:15]([CH3:17])([CH3:16])[O:14][B:13]([B:13]2[O:14][C:15]([CH3:17])([CH3:16])[C:11]([CH3:27])([CH3:10])[O:12]2)[O:12]1.CC([O-])=O.[K+]. Product: [Cl:1][C:2]1[CH:7]=[C:6]([B:13]2[O:14][C:15]([CH3:17])([CH3:16])[C:11]([CH3:27])([CH3:10])[O:12]2)[C:5]([F:9])=[CH:4][N:3]=1. The catalyst class is: 117. (5) Reactant: C([O:5][C:6](=[O:33])[C:7]([S:10][C:11]1[S:12][CH:13]=[C:14]([CH2:16][CH2:17][N:18]([C:26]2[CH:31]=[CH:30][C:29]([Cl:32])=[CH:28][CH:27]=2)[CH2:19][CH2:20][CH2:21][CH2:22][CH2:23][CH2:24][CH3:25])[N:15]=1)([CH3:9])[CH3:8])(C)(C)C.FC(F)(F)C(O)=O. Product: [Cl:32][C:29]1[CH:30]=[CH:31][C:26]([N:18]([CH2:19][CH2:20][CH2:21][CH2:22][CH2:23][CH2:24][CH3:25])[CH2:17][CH2:16][C:14]2[N:15]=[C:11]([S:10][C:7]([CH3:8])([CH3:9])[C:6]([OH:33])=[O:5])[S:12][CH:13]=2)=[CH:27][CH:28]=1. The catalyst class is: 4. (6) Reactant: [NH2:1][C:2]1[CH:7]=[CH:6][C:5]([CH2:8][OH:9])=[C:4]([F:10])[CH:3]=1.N1C=CC=CC=1.Cl[C:18]([O:20][C:21]1[CH:26]=[CH:25][CH:24]=[CH:23][CH:22]=1)=[O:19]. Product: [F:10][C:4]1[CH:3]=[C:2]([NH:1][C:18](=[O:19])[O:20][C:21]2[CH:26]=[CH:25][CH:24]=[CH:23][CH:22]=2)[CH:7]=[CH:6][C:5]=1[CH2:8][OH:9]. The catalyst class is: 21. (7) Reactant: Cl[C:2]1[C:3]2[CH2:11][CH2:10][CH2:9][C:4]=2[N:5]=[C:6]([NH2:8])[N:7]=1.[NH:12]1[CH2:16][CH2:15][CH:14]([NH:17][C:18](=[O:24])[O:19][C:20]([CH3:23])([CH3:22])[CH3:21])[CH2:13]1.CCN(C(C)C)C(C)C. Product: [NH2:8][C:6]1[N:7]=[C:2]([N:12]2[CH2:16][CH2:15][CH:14]([NH:17][C:18](=[O:24])[O:19][C:20]([CH3:22])([CH3:21])[CH3:23])[CH2:13]2)[C:3]2[CH2:11][CH2:10][CH2:9][C:4]=2[N:5]=1. The catalyst class is: 14.